Dataset: CYP2C19 inhibition data for predicting drug metabolism from PubChem BioAssay. Task: Regression/Classification. Given a drug SMILES string, predict its absorption, distribution, metabolism, or excretion properties. Task type varies by dataset: regression for continuous measurements (e.g., permeability, clearance, half-life) or binary classification for categorical outcomes (e.g., BBB penetration, CYP inhibition). Dataset: cyp2c19_veith. (1) The molecule is CCNc1ncc2nc(-c3ccc(F)cc3)c(=O)n(CCc3ccccc3)c2n1. The result is 0 (non-inhibitor). (2) The compound is CCc1ccc(Nc2ncccc2C#N)cc1. The result is 1 (inhibitor). (3) The compound is CCOC(=O)C1=C(c2ccccc2)N=c2s/c(=C\c3cccc(O)c3)c(=O)n2C1c1cccs1. The result is 1 (inhibitor). (4) The molecule is Cl.O=C1CN=C(Nc2ccccc2)N1Cc1cccs1. The result is 1 (inhibitor).